Dataset: Reaction yield outcomes from USPTO patents with 853,638 reactions. Task: Predict the reaction yield, written as a fraction of the theoretical maximum amount of product (1.0 means a 100% yield; for example, 0.34 means a 34% yield). The reactants are FC(F)(F)C(O)=O.[CH3:8][O:9][C:10]1[C:18]2[N:17]=[C:16]([CH2:19][O:20][C:21]3[CH:26]=[CH:25][C:24]([Cl:27])=[CH:23][CH:22]=3)[N:15]([CH2:28][CH2:29][CH2:30][CH:31]3[CH2:36][CH2:35][NH:34][CH2:33][CH2:32]3)[C:14]=2[CH:13]=[CH:12][CH:11]=1.C(=O)([O-])[O-].[K+].[K+].[C:43]1([CH2:49][CH2:50][CH2:51]Br)[CH:48]=[CH:47][CH:46]=[CH:45][CH:44]=1. The catalyst is CN(C)C=O. The product is [CH3:8][O:9][C:10]1[C:18]2[N:17]=[C:16]([CH2:19][O:20][C:21]3[CH:26]=[CH:25][C:24]([Cl:27])=[CH:23][CH:22]=3)[N:15]([CH2:28][CH2:29][CH2:30][CH:31]3[CH2:32][CH2:33][N:34]([CH2:51][CH2:50][CH2:49][C:43]4[CH:48]=[CH:47][CH:46]=[CH:45][CH:44]=4)[CH2:35][CH2:36]3)[C:14]=2[CH:13]=[CH:12][CH:11]=1. The yield is 0.720.